Dataset: HIV replication inhibition screening data with 41,000+ compounds from the AIDS Antiviral Screen. Task: Binary Classification. Given a drug SMILES string, predict its activity (active/inactive) in a high-throughput screening assay against a specified biological target. (1) The drug is C(=NNC1=NCCN1)c1ccc2ccccc2c1.I. The result is 0 (inactive). (2) The compound is COC(=O)C(=O)C(C(=O)C(=O)Nc1ccc(C)c(C)c1)c1nc2ccc([N+](=O)[O-])cc2nc1O. The result is 0 (inactive). (3) The molecule is COC(=O)CCC(=O)Nc1ccc(Cl)cc1C. The result is 0 (inactive). (4) The drug is CC(C)COC(=O)N1N=NC2C3CC(=O)C(O3)C21. The result is 0 (inactive). (5) The compound is COC(=O)C1c2cc3c(c(O)c2C(O)CC1(C)O)C(=O)c1c(O)cc2c(c1C3=O)OC1OC2(C)C(O)C(N(C)C)C1O. The result is 0 (inactive). (6) The drug is O=S1(=O)C2CCCC1C(Cl)CC2. The result is 0 (inactive). (7) The compound is COc1ccc(NN=CC2=CC(C)(C)C(C#N)(C#N)C(O)=C2C#N)cc1. The result is 0 (inactive). (8) The molecule is COc1ccccc1Nc1nc(N)nc(N)c1N=O. The result is 0 (inactive). (9) The drug is CCC1=C(C)C2=[N+]3C1=Cc1c(C)c(CCC(=O)O)c4n1[Zn-2]31n3c(c(C)c(CC)c3=C2)=CC2=[N+]1C(=C4)C(CCC(=O)O)=C2C. The result is 0 (inactive). (10) The compound is c1ccc(-c2cc(N3CCOCC3)c3ccccc3[o+]2)cc1. The result is 0 (inactive).